Dataset: Forward reaction prediction with 1.9M reactions from USPTO patents (1976-2016). Task: Predict the product of the given reaction. (1) Given the reactants [CH3:1][C:2]1[C:3]([N+:22]([O-])=O)=[C:4]2[C:8](=[C:9]([CH3:11])[CH:10]=1)[N:7]([S:12]([C:15]1[CH:21]=[CH:20][C:18]([CH3:19])=[CH:17][CH:16]=1)(=[O:14])=[O:13])[CH:6]=[CH:5]2.CCOC(C)=O.CC(O)=O, predict the reaction product. The product is: [CH3:1][C:2]1[CH:10]=[C:9]([CH3:11])[C:8]2[N:7]([S:12]([C:15]3[CH:21]=[CH:20][C:18]([CH3:19])=[CH:17][CH:16]=3)(=[O:14])=[O:13])[CH:6]=[CH:5][C:4]=2[C:3]=1[NH2:22]. (2) Given the reactants [CH2:1]([CH:3]1[N:12]2[C:7](=[CH:8][C:9](=[O:18])[C:10]([C:13]([O:15][CH2:16][CH3:17])=[O:14])=[CH:11]2)[C:6]2[CH:19]=[C:20]([O:24][CH3:25])[C:21]([OH:23])=[CH:22][C:5]=2[CH2:4]1)[CH3:2].Br[CH2:27][CH:28]1[CH2:30][CH2:29]1.C([O-])([O-])=O.[K+].[K+], predict the reaction product. The product is: [CH:28]1([CH2:27][O:23][C:21]2[C:20]([O:24][CH3:25])=[CH:19][C:6]3[C:7]4[N:12]([CH:3]([CH2:1][CH3:2])[CH2:4][C:5]=3[CH:22]=2)[CH:11]=[C:10]([C:13]([O:15][CH2:16][CH3:17])=[O:14])[C:9](=[O:18])[CH:8]=4)[CH2:30][CH2:29]1. (3) Given the reactants [C:1]([N:4]1[CH2:8][C@H:7]([O:9][CH2:10][CH3:11])[C@H:6]([NH:12][C:13]2[C:18]([CH2:19][CH3:20])=[N:17][C:16]([C:21]3[CH:26]=[CH:25][C:24]([Cl:27])=[CH:23][C:22]=3[Cl:28])=[C:15]([CH2:29][CH3:30])[N:14]=2)[CH2:5]1)(=[O:3])C.[CH3:31][N:32](C)[C:33](Cl)=O, predict the reaction product. The product is: [Cl:28][C:22]1[CH:23]=[C:24]([Cl:27])[CH:25]=[CH:26][C:21]=1[C:16]1[N:17]=[C:18]([CH2:19][CH3:20])[C:13]([NH:12][C@H:6]2[C@@H:7]([O:9][CH2:10][CH3:11])[CH2:8][N:4]([C:1]([N:32]([CH3:33])[CH3:31])=[O:3])[CH2:5]2)=[N:14][C:15]=1[CH2:29][CH3:30]. (4) Given the reactants [CH2:1]([OH:4])[CH2:2][OH:3].[C:5](O)(=[O:15])[C:6]1[CH:14]=[C:12]([OH:13])[C:10]([OH:11])=[C:8]([OH:9])[CH:7]=1.[Na+].[Cl-], predict the reaction product. The product is: [OH:3][CH2:2][CH2:1][O:4][C:5](=[O:15])[C:6]1[CH:14]=[C:12]([OH:13])[C:10]([OH:11])=[C:8]([OH:9])[CH:7]=1. (5) Given the reactants [O:1]=[CH:2][C@@H:3]([C@H:5]([C@@H:7]([C@@H:9]([CH2:11][OH:12])[OH:10])[OH:8])[OH:6])[OH:4].C(C1C=CC=CC=1B(O)O)(O)=O.C1(B(O)O)C=CC=CC=1.CCN1C=[N+](C)C=C1.[Cl-], predict the reaction product. The product is: [OH:1][CH2:2][C:3]([C@H:5]([C@@H:7]([C@@H:9]([CH2:11][OH:12])[OH:10])[OH:8])[OH:6])=[O:4].